Dataset: Full USPTO retrosynthesis dataset with 1.9M reactions from patents (1976-2016). Task: Predict the reactants needed to synthesize the given product. (1) Given the product [Br:1][C:2]1[CH:7]=[CH:6][C:5]([CH2:8][C:9]([O:11][CH3:17])=[O:10])=[CH:4][C:3]=1[F:12], predict the reactants needed to synthesize it. The reactants are: [Br:1][C:2]1[CH:7]=[CH:6][C:5]([CH2:8][C:9]([OH:11])=[O:10])=[CH:4][C:3]=1[F:12].O=S(Cl)Cl.[CH3:17]N(C=O)C. (2) Given the product [N:1]1([C:7]2[CH:8]=[CH:9][C:10]([NH:13][C:15]3[C:16](=[O:28])[N:17]([CH2:42][C:39]4[CH:40]=[CH:41][C:36]([NH:35][C:34](=[O:44])[O:33][C:29]([CH3:32])([CH3:31])[CH3:30])=[N:37][CH:38]=4)[S:18](=[O:27])(=[O:26])[C:19]=3[C:20]3[CH:25]=[CH:24][CH:23]=[CH:22][CH:21]=3)=[CH:11][CH:12]=2)[CH2:2][CH2:3][O:46][CH2:5][CH2:6]1, predict the reactants needed to synthesize it. The reactants are: [N:1]1([C:7]2[CH:12]=[CH:11][C:10]([NH2:13])=[CH:9][CH:8]=2)[CH2:6][CH2:5]N[CH2:3][CH2:2]1.Cl[C:15]1[C:16](=[O:28])[NH:17][S:18](=[O:27])(=[O:26])[C:19]=1[C:20]1[CH:25]=[CH:24][CH:23]=[CH:22][CH:21]=1.[C:29]([O:33][C:34](=[O:44])[NH:35][C:36]1[CH:41]=[CH:40][C:39]([CH2:42]Br)=[CH:38][N:37]=1)([CH3:32])([CH3:31])[CH3:30].C(=O)([O-])[O-:46].[K+].[K+]. (3) The reactants are: [CH3:1][O:2][C:3]1[C:12]([N+:13]([O-])=O)=[C:11]2[C:6]([CH:7]=[CH:8][NH:9][C:10]2=[O:16])=[CH:5][CH:4]=1. Given the product [NH2:13][C:12]1[C:3]([O:2][CH3:1])=[CH:4][CH:5]=[C:6]2[C:11]=1[C:10](=[O:16])[NH:9][CH2:8][CH2:7]2, predict the reactants needed to synthesize it. (4) Given the product [Cl:33][C:18]1[C:19]([NH:21][C:22]2[C:31]([F:32])=[CH:30][CH:29]=[CH:28][C:23]=2[C:24]([NH:26][CH3:27])=[O:25])=[N:20][C:15]([NH:1][C:2]2[CH:3]=[CH:4][C:5]3[O:11][CH2:10][CH2:9][C:8](=[O:12])[NH:7][C:6]=3[CH:13]=2)=[N:16][CH:17]=1, predict the reactants needed to synthesize it. The reactants are: [NH2:1][C:2]1[CH:3]=[CH:4][C:5]2[O:11][CH2:10][CH2:9][C:8](=[O:12])[NH:7][C:6]=2[CH:13]=1.Cl[C:15]1[N:20]=[C:19]([NH:21][C:22]2[C:31]([F:32])=[CH:30][CH:29]=[CH:28][C:23]=2[C:24]([NH:26][CH3:27])=[O:25])[C:18]([Cl:33])=[CH:17][N:16]=1.C12(CS(O)(=O)=O)C(C)(C)C(CC1)CC2=O.C(O)(C)C. (5) The reactants are: [H-].[Na+].[O:3]=[C:4]1[NH:8][C:7]2([CH2:13][CH2:12][N:11]([C:14]([O:16][C:17]([CH3:20])([CH3:19])[CH3:18])=[O:15])[CH2:10][CH2:9]2)[S:6][CH2:5]1.[Cl:21][C:22]1[CH:23]=[C:24]2[C:29](=[CH:30][CH:31]=1)[CH:28]=[C:27]([S:32]([CH2:35][CH2:36][CH2:37]Cl)(=[O:34])=[O:33])[CH:26]=[CH:25]2.ClC1C=C2C(=CC=1)C=C(S(CCCBr)(=O)=O)C=C2. Given the product [Cl:21][C:22]1[CH:23]=[C:24]2[C:29](=[CH:30][CH:31]=1)[CH:28]=[C:27]([S:32]([CH2:35][CH2:36][CH2:37][N:8]1[C:7]3([CH2:13][CH2:12][N:11]([C:14]([O:16][C:17]([CH3:20])([CH3:19])[CH3:18])=[O:15])[CH2:10][CH2:9]3)[S:6][CH2:5][C:4]1=[O:3])(=[O:34])=[O:33])[CH:26]=[CH:25]2, predict the reactants needed to synthesize it. (6) Given the product [OH:23][C:12]1[C:11]([CH:24]([CH3:26])[CH3:25])=[N:10][N:9]([CH2:8][C:3]2[CH:4]=[CH:5][CH:6]=[CH:7][C:2]=2[C:32]2[CH:33]=[CH:34][C:29]([C:28]([F:39])([F:38])[F:27])=[CH:30][CH:31]=2)[C:14](=[O:15])[C:13]=1[C:16]([NH:18][CH2:19][C:20]([OH:22])=[O:21])=[O:17], predict the reactants needed to synthesize it. The reactants are: Br[C:2]1[CH:7]=[CH:6][CH:5]=[CH:4][C:3]=1[CH2:8][N:9]1[C:14](=[O:15])[C:13]([C:16]([NH:18][CH2:19][C:20]([OH:22])=[O:21])=[O:17])=[C:12]([OH:23])[C:11]([CH:24]([CH3:26])[CH3:25])=[N:10]1.[F:27][C:28]([F:39])([F:38])[C:29]1[CH:34]=[CH:33][C:32](B(O)O)=[CH:31][CH:30]=1.C(=O)([O-])[O-].[K+].[K+].Cl. (7) Given the product [C:1]([O:5][C:6]([N:8]1[CH2:17][CH2:16][C:15]2[N:14]=[CH:13][C:12]([I:26])=[CH:11][C:10]=2[CH2:9]1)=[O:7])([CH3:4])([CH3:3])[CH3:2], predict the reactants needed to synthesize it. The reactants are: [C:1]([O:5][C:6]([N:8]1[CH2:17][CH2:16][C:15]2[N:14]=[CH:13][C:12](N)=[CH:11][C:10]=2[CH2:9]1)=[O:7])([CH3:4])([CH3:3])[CH3:2].N(OC(C)(C)C)=O.[I:26]I.